From a dataset of Full USPTO retrosynthesis dataset with 1.9M reactions from patents (1976-2016). Predict the reactants needed to synthesize the given product. (1) Given the product [F:21][C:18]1[CH:19]=[CH:20][C:15]([O:14][C:11]2[CH:12]=[CH:13][C:8]([C:6]3[CH:7]=[C:2]([NH:27][C@@H:28]([CH3:33])[C:29]([O:31][CH3:32])=[O:30])[N:3]=[C:4]([C:22]([O:24][CH3:25])=[O:23])[N:5]=3)=[CH:9][CH:10]=2)=[CH:16][CH:17]=1, predict the reactants needed to synthesize it. The reactants are: Cl[C:2]1[CH:7]=[C:6]([C:8]2[CH:13]=[CH:12][C:11]([O:14][C:15]3[CH:20]=[CH:19][C:18]([F:21])=[CH:17][CH:16]=3)=[CH:10][CH:9]=2)[N:5]=[C:4]([C:22]([O:24][CH3:25])=[O:23])[N:3]=1.Cl.[NH2:27][C@@H:28]([CH3:33])[C:29]([O:31][CH3:32])=[O:30].CCN(C(C)C)C(C)C. (2) Given the product [CH2:65]([O:67][C:68]1[CH:69]=[C:70]([CH:73]=[C:74]([O:77][CH2:78][CH3:79])[C:75]=1[F:76])[CH2:71][N:33]1[CH2:38][CH2:37][CH:36]([NH:39][C:40]2[O:41][C:42]3[CH:48]=[CH:47][C:46]([O:49][CH2:50][CH2:51][CH2:52][N:53]4[CH:57]=[N:56][CH:55]=[N:54]4)=[CH:45][C:43]=3[N:44]=2)[CH2:35][CH2:34]1)[CH3:66], predict the reactants needed to synthesize it. The reactants are: N1CCC(NC2OC3C=CC(OCCCN4C=CN=N4)=CC=3N=2)CC1.C(OC([N:33]1[CH2:38][CH2:37][CH:36]([NH:39][C:40]2[O:41][C:42]3[CH:48]=[CH:47][C:46]([O:49][CH2:50][CH2:51][CH2:52][N:53]4[CH:57]=[N:56][CH:55]=[N:54]4)=[CH:45][C:43]=3[N:44]=2)[CH2:35][CH2:34]1)=O)(C)(C)C.Cl.O1CCOCC1.[CH2:65]([O:67][C:68]1[CH:69]=[C:70]([CH:73]=[C:74]([O:77][CH2:78][CH3:79])[C:75]=1[F:76])[CH:71]=O)[CH3:66].C([BH3-])#N.[Na+].C(N(C(C)C)C(C)C)C. (3) Given the product [CH2:1]([CH:3]([NH:6][C:7]1[CH:12]=[C:11]([CH3:13])[N:10]=[C:9]([O:14][C:15]2[C:20]([CH3:21])=[CH:19][C:18]([C:22]([CH3:24])=[CH2:23])=[CH:17][C:16]=2[CH3:26])[C:8]=1[CH3:27])[CH2:4][CH3:5])[CH3:2], predict the reactants needed to synthesize it. The reactants are: [CH2:1]([CH:3]([NH:6][C:7]1[CH:12]=[C:11]([CH3:13])[N:10]=[C:9]([O:14][C:15]2[C:20]([CH3:21])=[CH:19][C:18]([C:22](O)([CH3:24])[CH3:23])=[CH:17][C:16]=2[CH3:26])[C:8]=1[CH3:27])[CH2:4][CH3:5])[CH3:2].